Predict the reactants needed to synthesize the given product. From a dataset of Full USPTO retrosynthesis dataset with 1.9M reactions from patents (1976-2016). (1) The reactants are: [CH3:1][N:2]([CH2:4][C:5]1[CH:10]=[CH:9][C:8]([C:11]2[N:19]3[C:14]([CH:15]=[CH:16][CH:17]=[CH:18]3)=[CH:13][C:12]=2[CH2:20][OH:21])=[CH:7][CH:6]=1)[CH3:3]. Given the product [CH3:3][N:2]([CH2:4][C:5]1[CH:6]=[CH:7][C:8]([C:11]2[N:19]3[C:14]([CH:15]=[CH:16][CH:17]=[CH:18]3)=[CH:13][C:12]=2[CH:20]=[O:21])=[CH:9][CH:10]=1)[CH3:1], predict the reactants needed to synthesize it. (2) Given the product [Cl:1][C:2]1[CH:7]=[C:6]([N:8]2[C:12]3=[N:13][CH:14]=[CH:15][CH:16]=[C:11]3[N:10]=[CH:9]2)[CH:5]=[CH:4][C:3]=1[CH2:17][C:18]([NH:37][C:34]1[CH:35]=[CH:36][C:31]([CH2:30][N:27]2[CH2:26][CH2:25][N:24]([CH:21]([CH3:23])[CH3:22])[CH2:29][CH2:28]2)=[C:32]([C:38]([F:41])([F:40])[F:39])[CH:33]=1)=[O:20], predict the reactants needed to synthesize it. The reactants are: [Cl:1][C:2]1[CH:7]=[C:6]([N:8]2[C:12]3=[N:13][CH:14]=[CH:15][CH:16]=[C:11]3[N:10]=[CH:9]2)[CH:5]=[CH:4][C:3]=1[CH2:17][C:18]([OH:20])=O.[CH:21]([N:24]1[CH2:29][CH2:28][N:27]([CH2:30][C:31]2[CH:36]=[CH:35][C:34]([NH2:37])=[CH:33][C:32]=2[C:38]([F:41])([F:40])[F:39])[CH2:26][CH2:25]1)([CH3:23])[CH3:22]. (3) Given the product [CH3:48][O:49][C:50]1[N:55]=[CH:54][C:53]([C:11]2[CH:12]=[C:13]([CH:45]=[CH:46][CH:47]=2)[CH2:14][N:15]2[C:19]3[CH:20]=[CH:21][C:22]([O:24][CH2:25][C:26]4[CH:35]=[CH:34][C:33]5[C:28](=[CH:29][CH:30]=[CH:31][CH:32]=5)[N:27]=4)=[CH:23][C:18]=3[N:17]=[C:16]2[CH2:36][C:37]([CH3:44])([CH3:43])[C:38]([OH:40])=[O:39])=[CH:52][CH:51]=1.[CH3:48][O:49][C:50]1[N:55]=[CH:54][C:53]([C:11]2[CH:12]=[C:13]([CH:45]=[CH:46][CH:47]=2)[CH2:14][N:15]2[C:19]3[CH:20]=[CH:21][C:22]([O:24][CH2:25][C:26]4[CH:35]=[CH:34][C:33]5[C:28](=[CH:29][CH:30]=[CH:31][CH:32]=5)[N:27]=4)=[CH:23][C:18]=3[N:17]=[C:16]2[CH2:36][C:37]([CH3:43])([CH3:44])[C:38]([O:40][CH2:41][CH3:42])=[O:39])=[CH:52][CH:51]=1, predict the reactants needed to synthesize it. The reactants are: BrC1C=CC=C(CBr)C=1.Br[C:11]1[CH:12]=[C:13]([CH:45]=[CH:46][CH:47]=1)[CH2:14][N:15]1[C:19]2[CH:20]=[CH:21][C:22]([O:24][CH2:25][C:26]3[CH:35]=[CH:34][C:33]4[C:28](=[CH:29][CH:30]=[CH:31][CH:32]=4)[N:27]=3)=[CH:23][C:18]=2[N:17]=[C:16]1[CH2:36][C:37]([CH3:44])([CH3:43])[C:38]([O:40][CH2:41][CH3:42])=[O:39].[CH3:48][O:49][C:50]1[N:55]=[CH:54][C:53](B(O)O)=[CH:52][CH:51]=1.C(Cl)Cl.C([O-])([O-])=O.[K+].[K+]. (4) Given the product [Cl:21][CH2:22][CH2:23][O:24][C:25]1[CH:32]=[CH:31][C:28]([CH2:29][N:10]2[C:11]3[C:16](=[CH:15][CH:14]=[CH:13][CH:12]=3)[C:17]3[CH2:18][CH2:19][S:20][C:7]4[CH:6]=[CH:5][CH:4]=[CH:3][C:8]=4[C:9]2=3)=[CH:27][CH:26]=1, predict the reactants needed to synthesize it. The reactants are: [H-].[Na+].[CH:3]1[C:8]2[C:9]3[NH:10][C:11]4[C:16]([C:17]=3[CH2:18][CH2:19][S:20][C:7]=2[CH:6]=[CH:5][CH:4]=1)=[CH:15][CH:14]=[CH:13][CH:12]=4.[Cl:21][CH2:22][CH2:23][O:24][C:25]1[CH:32]=[CH:31][C:28]([CH2:29]Br)=[CH:27][CH:26]=1.O.